From a dataset of Full USPTO retrosynthesis dataset with 1.9M reactions from patents (1976-2016). Predict the reactants needed to synthesize the given product. (1) Given the product [OH:2][CH2:1][C:3]1[CH:8]=[CH:7][C:6]([C:9]2[CH:10]=[CH:11][C:12]([C:15]([O:17][CH3:18])=[O:16])=[CH:13][CH:14]=2)=[C:5]([O:19][CH3:20])[CH:4]=1, predict the reactants needed to synthesize it. The reactants are: [CH:1]([C:3]1[CH:8]=[CH:7][C:6]([C:9]2[CH:14]=[CH:13][C:12]([C:15]([O:17][CH3:18])=[O:16])=[CH:11][CH:10]=2)=[C:5]([O:19][CH3:20])[CH:4]=1)=[O:2].[BH4-].[Na+]. (2) The reactants are: [CH:1](=[O:6])[CH2:2][CH2:3][CH2:4][CH3:5].[BH3-][C:8]#[N:9].[Na+].[NH:11]1[CH2:15][CH2:14][N:13]=[C:12]1[CH2:16][CH:17]([C:24]1C2OCCC=2C=[C:26](N)[CH:25]=1)[C:18]1[CH:23]=[CH:22][CH:21]=[CH:20][N:19]=1.N#N. Given the product [NH:13]1[CH2:14][CH2:15][N:11]=[C:12]1[CH2:16][CH:17]([C:24]1[C:3]2[CH2:2][CH2:1][O:6][C:4]=2[CH:5]=[C:26]([NH:9][CH2:8][CH2:1][CH2:2][CH2:3][CH3:4])[CH:25]=1)[C:18]1[CH:23]=[CH:22][CH:21]=[CH:20][N:19]=1, predict the reactants needed to synthesize it. (3) Given the product [CH2:1]([O:3][C:4](=[O:12])[C:5]([CH3:11])([CH3:10])[CH2:6][CH2:7][CH2:8][O:19][CH2:18][CH2:17][OH:20])[CH3:2], predict the reactants needed to synthesize it. The reactants are: [CH2:1]([O:3][C:4](=[O:12])[C:5]([CH3:11])([CH3:10])[CH2:6][CH2:7][CH2:8]Br)[CH3:2].[Na+].[I-].[H-].[Na+].[CH2:17]([OH:20])[CH2:18][OH:19].